Task: Predict the reaction yield, written as a fraction of the theoretical maximum amount of product (1.0 means a 100% yield; for example, 0.34 means a 34% yield).. Dataset: Reaction yield outcomes from USPTO patents with 853,638 reactions The product is [N+:1]([C:4]1[CH:5]=[C:6]([CH:16]=[CH:17][CH:18]=1)[CH2:7][S:8][C:9]1[CH:15]=[CH:14][CH:13]=[CH:12][C:10]=1[NH:11][S:28]([C:20]1[O:19][C:23]2[CH:24]=[CH:25][CH:26]=[CH:27][C:22]=2[CH:21]=1)(=[O:29])=[O:30])([O-:3])=[O:2]. The reactants are [N+:1]([C:4]1[CH:5]=[C:6]([CH:16]=[CH:17][CH:18]=1)[CH2:7][S:8][C:9]1[CH:15]=[CH:14][CH:13]=[CH:12][C:10]=1[NH2:11])([O-:3])=[O:2].[O:19]1[C:23]2[CH:24]=[CH:25][CH:26]=[CH:27][C:22]=2[CH:21]=[C:20]1[S:28](Cl)(=[O:30])=[O:29]. The catalyst is N1C=CC=CC=1. The yield is 0.410.